Dataset: Human liver microsome stability data. Task: Regression/Classification. Given a drug SMILES string, predict its absorption, distribution, metabolism, or excretion properties. Task type varies by dataset: regression for continuous measurements (e.g., permeability, clearance, half-life) or binary classification for categorical outcomes (e.g., BBB penetration, CYP inhibition). Dataset: hlm. (1) The compound is CCOP(=O)(CC)c1ccc2oc(-c3ccc(F)cc3)nc2c1. The result is 0 (unstable in human liver microsomes). (2) The compound is COc1ccc2c(c1)C[C@H](C(=O)Nc1ccc(-c3cn[nH]c3)cc1SCCN(C)C)NC2. The result is 1 (stable in human liver microsomes). (3) The drug is CCC(=O)Nc1cc(Oc2ccc(Nc3nccc4ncc(-c5ccc(F)cc5)c(O)c34)cc2F)ccn1. The result is 0 (unstable in human liver microsomes). (4) The molecule is CCOP(C)(=O)c1ccncc1. The result is 0 (unstable in human liver microsomes). (5) The compound is O=C(Nc1cccnn1)N1CCC(=Cc2cccc(Oc3ccc(C(F)(F)F)cn3)c2)CC1. The result is 0 (unstable in human liver microsomes). (6) The result is 0 (unstable in human liver microsomes). The drug is CC(C)(C)CCN1C(=O)C(C2=CS(=O)(=O)c3c(CNS(C)(=O)=O)cccc32)=C(O)[C@@H]1C(C)(C)C. (7) The molecule is Cn1nnc2ccc(-c3ccccc3Cl)c(CN)c21. The result is 1 (stable in human liver microsomes).